Predict which catalyst facilitates the given reaction. From a dataset of Catalyst prediction with 721,799 reactions and 888 catalyst types from USPTO. Reactant: [N-:1]=[N+:2]=[N-:3].[Na+].CS(O[CH2:10][C:11]([S:14]([C:17]1[CH:34]=[CH:33][C:20]2[N:21]([CH2:29][CH:30]3[CH2:32][CH2:31]3)[C:22]([CH2:24][C:25]([CH3:28])([CH3:27])[CH3:26])=[N:23][C:19]=2[CH:18]=1)(=[O:16])=[O:15])([CH3:13])[CH3:12])(=O)=O. Product: [N:1]([CH2:13][C:11]([S:14]([C:17]1[CH:34]=[CH:33][C:20]2[N:21]([CH2:29][CH:30]3[CH2:31][CH2:32]3)[C:22]([CH2:24][C:25]([CH3:26])([CH3:27])[CH3:28])=[N:23][C:19]=2[CH:18]=1)(=[O:16])=[O:15])([CH3:10])[CH3:12])=[N+:2]=[N-:3]. The catalyst class is: 3.